This data is from Catalyst prediction with 721,799 reactions and 888 catalyst types from USPTO. The task is: Predict which catalyst facilitates the given reaction. Reactant: [CH3:1][C:2]1[CH:6]=[C:5]([CH:7]([OH:9])[CH3:8])[O:4][N:3]=1.[Na+].[Cl-]. Product: [CH3:1][C:2]1[CH:6]=[C:5]([C:7](=[O:9])[CH3:8])[O:4][N:3]=1. The catalyst class is: 95.